From a dataset of Peptide-MHC class I binding affinity with 185,985 pairs from IEDB/IMGT. Regression. Given a peptide amino acid sequence and an MHC pseudo amino acid sequence, predict their binding affinity value. This is MHC class I binding data. The peptide sequence is QPKKAAAAL. The MHC is HLA-B07:02 with pseudo-sequence HLA-B07:02. The binding affinity (normalized) is 0.504.